This data is from Peptide-MHC class I binding affinity with 185,985 pairs from IEDB/IMGT. The task is: Regression. Given a peptide amino acid sequence and an MHC pseudo amino acid sequence, predict their binding affinity value. This is MHC class I binding data. (1) The peptide sequence is KAAVDLSHFL. The MHC is HLA-A31:01 with pseudo-sequence HLA-A31:01. The binding affinity (normalized) is 0. (2) The peptide sequence is FCVKVLAPY. The MHC is HLA-A26:01 with pseudo-sequence HLA-A26:01. The binding affinity (normalized) is 0.440. (3) The peptide sequence is MGFGHRIYK. The MHC is BoLA-T2a with pseudo-sequence BoLA-T2a. The binding affinity (normalized) is 0.599. (4) The peptide sequence is CHKGWGVSV. The MHC is HLA-A11:01 with pseudo-sequence HLA-A11:01. The binding affinity (normalized) is 0.0847. (5) The peptide sequence is YVIKVSARV. The MHC is Patr-B0101 with pseudo-sequence Patr-B0101. The binding affinity (normalized) is 0.0311. (6) The peptide sequence is HCIDKTPGL. The MHC is HLA-B27:05 with pseudo-sequence HLA-B27:05. The binding affinity (normalized) is 0.0847. (7) The peptide sequence is ISRQIHWCW. The MHC is HLA-B15:01 with pseudo-sequence HLA-B15:01. The binding affinity (normalized) is 0.0847. (8) The peptide sequence is FLLMDALKL. The MHC is HLA-A02:02 with pseudo-sequence HLA-A02:02. The binding affinity (normalized) is 0.477.